This data is from Full USPTO retrosynthesis dataset with 1.9M reactions from patents (1976-2016). The task is: Predict the reactants needed to synthesize the given product. (1) The reactants are: [CH3:1][C:2]1[O:6][N:5]=[C:4]([O:7][CH:8]2[CH2:11][N:10]([C:12]3[N:20]=[CH:19][C:18]([C:21]([F:24])([F:23])[F:22])=[CH:17][C:13]=3[C:14](O)=[O:15])[CH2:9]2)[CH:3]=1.Cl.[NH2:26][C:27]1([C:30]2[CH:39]=[CH:38][C:33]([C:34]([O:36][CH3:37])=[O:35])=[CH:32][CH:31]=2)[CH2:29][CH2:28]1. Given the product [CH3:1][C:2]1[O:6][N:5]=[C:4]([O:7][CH:8]2[CH2:11][N:10]([C:12]3[N:20]=[CH:19][C:18]([C:21]([F:23])([F:24])[F:22])=[CH:17][C:13]=3[C:14]([NH:26][C:27]3([C:30]4[CH:39]=[CH:38][C:33]([C:34]([O:36][CH3:37])=[O:35])=[CH:32][CH:31]=4)[CH2:29][CH2:28]3)=[O:15])[CH2:9]2)[CH:3]=1, predict the reactants needed to synthesize it. (2) Given the product [CH3:13][O:14][C:15]1[CH:16]=[C:17]([S:23]([N:8]2[CH2:9][CH2:10][N:11]([S:23]([C:17]3[CH:18]=[CH:19][C:20]([O:21][CH3:22])=[C:15]([O:14][CH3:13])[CH:16]=3)(=[O:25])=[O:24])[CH2:12][CH:7]2[CH:1]2[CH2:2][CH2:3][CH2:4][CH2:5][CH2:6]2)(=[O:25])=[O:24])[CH:18]=[CH:19][C:20]=1[O:21][CH3:22], predict the reactants needed to synthesize it. The reactants are: [CH:1]1([CH:7]2[CH2:12][NH:11][CH2:10][CH2:9][NH:8]2)[CH2:6][CH2:5][CH2:4][CH2:3][CH2:2]1.[CH3:13][O:14][C:15]1[CH:16]=[C:17]([S:23](Cl)(=[O:25])=[O:24])[CH:18]=[CH:19][C:20]=1[O:21][CH3:22]. (3) Given the product [N:76]1[CH:77]=[CH:78][CH:79]=[C:74]([C:68]2([O:67][CH2:66][CH2:65][N:60]3[CH2:64][CH2:63][CH2:62][CH2:61]3)[CH2:73][CH2:72][N:71]([C:41](=[O:42])[CH2:40][CH2:39][CH2:38][CH:33]3[CH2:34][CH2:35][CH2:36][CH2:37][N:32]3[S:29]([C:24]3[CH:25]=[CH:26][CH:27]=[CH:28][C:23]=3[C:22]([F:21])([F:45])[F:44])(=[O:30])=[O:31])[CH2:70][CH2:69]2)[CH:75]=1, predict the reactants needed to synthesize it. The reactants are: O.ON1C2C=CC=CC=2N=N1.C(N(C(C)C)C(C)C)C.[F:21][C:22]([F:45])([F:44])[C:23]1[CH:28]=[CH:27][CH:26]=[CH:25][C:24]=1[S:29]([N:32]1[CH2:37][CH2:36][CH2:35][CH2:34][CH:33]1[CH2:38][CH2:39][CH2:40][C:41](O)=[O:42])(=[O:31])=[O:30].Cl.CN(C)CCCN=C=NCC.Cl.Cl.[N:60]1([CH2:65][CH2:66][O:67][C:68]2([C:74]3[CH:75]=[N:76][CH:77]=[CH:78][CH:79]=3)[CH2:73][CH2:72][NH:71][CH2:70][CH2:69]2)[CH2:64][CH2:63][CH2:62][CH2:61]1. (4) Given the product [Cl:22][C:23]1[CH:24]=[C:25]([CH:26]=[C:27]([C:29]([C:32]2[CH:37]=[C:36]([O:38][C:39]([F:40])([F:41])[F:42])[CH:35]=[C:34]([C:43]#[C:44][CH3:45])[CH:33]=2)([CH3:31])[CH3:30])[CH:28]=1)[NH2:46], predict the reactants needed to synthesize it. The reactants are: BrC1C=C(C=C(C(C2C=CC=C(OC(F)F)C=2)(C)C)C=1)N.[Cl:22][C:23]1[CH:28]=[C:27]([C:29]([C:32]2[CH:37]=[C:36]([O:38][C:39]([F:42])([F:41])[F:40])[CH:35]=[C:34]([C:43]#[C:44][CH3:45])[CH:33]=2)([CH3:31])[CH3:30])[CH:26]=[C:25]([N+:46]([O-])=O)[CH:24]=1. (5) Given the product [OH:1][CH2:2][CH2:3][C:4]1[CH:5]=[CH:6][C:7]([C:10]2[N:11]=[C:12]([CH:15]([C:17]3[CH:26]=[CH:25][C:20]4[NH:21][C:22](=[O:24])[S:23][C:19]=4[CH:18]=3)[CH3:16])[S:13][CH:14]=2)=[N:8][CH:9]=1, predict the reactants needed to synthesize it. The reactants are: [OH:1][CH2:2][CH2:3][C:4]1[CH:5]=[CH:6][C:7]([C:10]2[N:11]=[C:12]([C:15]([C:17]3[CH:26]=[CH:25][C:20]4[NH:21][C:22](=[O:24])[S:23][C:19]=4[CH:18]=3)=[CH2:16])[S:13][CH:14]=2)=[N:8][CH:9]=1. (6) Given the product [CH2:1]([O:3][C:4](=[O:25])[CH2:5][C@@H:6]([NH:13][C:14]1[C:19]([NH2:20])=[CH:18][CH:17]=[C:16]([C:23]#[N:24])[N:15]=1)[C:7]1[CH:8]=[CH:9][CH:10]=[CH:11][CH:12]=1)[CH3:2], predict the reactants needed to synthesize it. The reactants are: [CH2:1]([O:3][C:4](=[O:25])[CH2:5][C@@H:6]([NH:13][C:14]1[C:19]([N+:20]([O-])=O)=[CH:18][CH:17]=[C:16]([C:23]#[N:24])[N:15]=1)[C:7]1[CH:12]=[CH:11][CH:10]=[CH:9][CH:8]=1)[CH3:2]. (7) Given the product [C:32]([NH:31][C@H:17]([CH2:18][C:19]1[CH:20]=[CH:21][C:22]([C:25]2[CH:30]=[CH:29][CH:28]=[CH:27][CH:26]=2)=[CH:23][CH:24]=1)[C:16]([N:12]1[CH2:13][CH2:14][CH2:15][C@H:11]1[C:9]([OH:10])=[O:8])=[O:35])(=[O:34])[CH3:33], predict the reactants needed to synthesize it. The reactants are: C([O:8][C:9]([C@@H:11]1[CH2:15][CH2:14][CH2:13][N:12]1[C:16](=[O:35])[C@H:17]([NH:31][C:32](=[O:34])[CH3:33])[CH2:18][C:19]1[CH:24]=[CH:23][C:22]([C:25]2[CH:30]=[CH:29][CH:28]=[CH:27][CH:26]=2)=[CH:21][CH:20]=1)=[O:10])C1C=CC=CC=1.